Dataset: Reaction yield outcomes from USPTO patents with 853,638 reactions. Task: Predict the reaction yield, written as a fraction of the theoretical maximum amount of product (1.0 means a 100% yield; for example, 0.34 means a 34% yield). The reactants are Cl[S:2]([C:5]1[CH:6]=[C:7]([CH:11]=[CH:12][CH:13]=1)[C:8]([OH:10])=[O:9])(=O)=O.II.O.[Cl-].[Na+]. The catalyst is C(O)(=O)C.II. The product is [SH:2][C:5]1[CH:6]=[C:7]([CH:11]=[CH:12][CH:13]=1)[C:8]([OH:10])=[O:9]. The yield is 0.920.